Dataset: Full USPTO retrosynthesis dataset with 1.9M reactions from patents (1976-2016). Task: Predict the reactants needed to synthesize the given product. Given the product [CH3:1][O:2][C:3]([C:5]1[C:6]([OH:30])=[C:7]2[C:12](=[C:13]([C:36]3[N:37]=[N:38][CH:39]=[CH:40][CH:41]=3)[N:14]=1)[N:11]([CH2:16][C:17]1[CH:22]=[CH:21][CH:20]=[CH:19][CH:18]=1)[C:10](=[O:23])[C:9]([C:24]1[CH:29]=[CH:28][CH:27]=[CH:26][CH:25]=1)=[CH:8]2)=[O:4], predict the reactants needed to synthesize it. The reactants are: [CH3:1][O:2][C:3]([C:5]1[C:6]([OH:30])=[C:7]2[C:12](=[C:13](Br)[N:14]=1)[N:11]([CH2:16][C:17]1[CH:22]=[CH:21][CH:20]=[CH:19][CH:18]=1)[C:10](=[O:23])[C:9]([C:24]1[CH:29]=[CH:28][CH:27]=[CH:26][CH:25]=1)=[CH:8]2)=[O:4].C([Sn](CCCC)(CCCC)[C:36]1[N:37]=[N:38][CH:39]=[CH:40][CH:41]=1)CCC.CCOC(C)=O.Cl.